This data is from Forward reaction prediction with 1.9M reactions from USPTO patents (1976-2016). The task is: Predict the product of the given reaction. (1) Given the reactants CN(C)[CH:3]=[C:4]([C:10]1[CH:11]=[N:12][CH:13]=[CH:14][CH:15]=1)[C:5](OCC)=[O:6].[NH:17]([C:19]1[CH:24]=[C:23]([CH3:25])[C:22]([CH3:26])=[CH:21][N:20]=1)[NH2:18].C1(C)C=CC(S(O)(=O)=O)=CC=1, predict the reaction product. The product is: [CH3:25][C:23]1[C:22]([CH3:26])=[CH:21][N:20]=[C:19]([N:17]2[C:5](=[O:6])[C:4]([C:10]3[CH:11]=[N:12][CH:13]=[CH:14][CH:15]=3)=[CH:3][NH:18]2)[CH:24]=1. (2) Given the reactants [Cl:1]N1C(=O)CCC1=O.[NH:9]1[CH2:14][CH2:13][CH:12]([N:15]2[CH2:21][CH2:20][C:19]3[CH:22]=[CH:23][CH:24]=[CH:25][C:18]=3[NH:17][C:16]2=[O:26])[CH2:11][CH2:10]1, predict the reaction product. The product is: [Cl:1][C:23]1[CH:24]=[CH:25][C:18]2[NH:17][C:16](=[O:26])[N:15]([CH:12]3[CH2:11][CH2:10][NH:9][CH2:14][CH2:13]3)[CH2:21][CH2:20][C:19]=2[CH:22]=1. (3) The product is: [SH:24][C:2]1[N:9]=[C:8]([CH3:10])[CH:7]=[CH:6][C:3]=1[C:4]#[N:5].[SH:24][C:12]1[N:19]=[C:18]([CH3:20])[CH:17]=[C:16]([CH3:21])[C:13]=1[C:14]#[N:15]. Given the reactants Cl[C:2]1[N:9]=[C:8]([CH3:10])[CH:7]=[CH:6][C:3]=1[C:4]#[N:5].Cl[C:12]1[N:19]=[C:18]([CH3:20])[CH:17]=[C:16]([CH3:21])[C:13]=1[C:14]#[N:15].NC(N)=[S:24], predict the reaction product. (4) Given the reactants [NH:1]1[C:5]2[CH:6]=[CH:7][CH:8]=[CH:9][C:4]=2[N:3]=[C:2]1[CH2:10][C:11]1[CH:19]=[CH:18][C:14]([C:15]([OH:17])=O)=[CH:13][CH:12]=1.Cl.CN(C)CCCN=C=NCC.ON1C2C=CC=CC=2N=N1.C(N(C(C)C)CC)(C)C.[NH:51]1[CH2:55][CH2:54][CH:53]([OH:56])[CH2:52]1, predict the reaction product. The product is: [NH:3]1[C:4]2[CH:9]=[CH:8][CH:7]=[CH:6][C:5]=2[N:1]=[C:2]1[CH2:10][C:11]1[CH:12]=[CH:13][C:14]([C:15]([N:51]2[CH2:55][CH2:54][CH:53]([OH:56])[CH2:52]2)=[O:17])=[CH:18][CH:19]=1. (5) Given the reactants [CH3:1][O:2][C:3]1[CH:8]=[CH:7][C:6]([CH:9]2[CH2:11][CH:10]2[C:12]([OH:14])=O)=[CH:5][CH:4]=1.[CH:15]1[CH:20]=[CH:19][C:18]([C@@H:21]([NH2:24])[CH2:22][OH:23])=[CH:17][CH:16]=1.CCN=C=NCCCN(C)C.Cl.ON1C2C=CC=CC=2N=N1, predict the reaction product. The product is: [OH:23][CH2:22][CH:21]([NH:24][C:12]([C@@H:10]1[CH2:11][C@@H:9]1[C:6]1[CH:5]=[CH:4][C:3]([O:2][CH3:1])=[CH:8][CH:7]=1)=[O:14])[C:18]1[CH:19]=[CH:20][CH:15]=[CH:16][CH:17]=1. (6) Given the reactants S(Cl)([Cl:3])=O.Cl.[NH2:6][CH:7]([CH2:11][C:12]1[C:20]2[C:15](=[N:16][CH:17]=[CH:18][C:19]=2[Cl:21])[NH:14][CH:13]=1)[C:8]([OH:10])=[O:9].[CH3:22]O, predict the reaction product. The product is: [ClH:3].[CH3:22][O:9][C:8](=[O:10])[CH:7]([NH2:6])[CH2:11][C:12]1[C:20]2[C:15](=[N:16][CH:17]=[CH:18][C:19]=2[Cl:21])[NH:14][CH:13]=1.